Predict the reactants needed to synthesize the given product. From a dataset of Full USPTO retrosynthesis dataset with 1.9M reactions from patents (1976-2016). (1) Given the product [F:1][C:2]1[CH:3]=[CH:4][C:5]2[N:6]([C:8]([N:11]3[CH2:16][CH2:15][CH2:14][C@@H:13]([CH2:17][O:18][Si:32]([CH:39]([CH3:41])[CH3:40])([CH:36]([CH3:38])[CH3:37])[CH:33]([CH3:35])[CH3:34])[CH2:12]3)=[N:9][N:10]=2)[CH:7]=1, predict the reactants needed to synthesize it. The reactants are: [F:1][C:2]1[CH:3]=[CH:4][C:5]2[N:6]([C:8]([N:11]3[CH2:16][CH2:15][CH2:14][C@@H:13]([CH2:17][OH:18])[CH2:12]3)=[N:9][N:10]=2)[CH:7]=1.CCN(CC)CC.FC(F)(F)S(O[Si:32]([CH:39]([CH3:41])[CH3:40])([CH:36]([CH3:38])[CH3:37])[CH:33]([CH3:35])[CH3:34])(=O)=O.O. (2) Given the product [CH2:23]([NH:27][C:13]([C:7]1[C:6]2[CH:11]=[CH:12][C:3]([O:2][CH3:1])=[CH:4][C:5]=2[O:9][C:8]=1[CH3:10])=[O:17])[CH:24]([CH3:26])[CH3:25], predict the reactants needed to synthesize it. The reactants are: [CH3:1][O:2][C:3]1[CH:12]=[CH:11][C:6]2[CH:7]=[C:8]([CH3:10])[O:9][C:5]=2[CH:4]=1.[C:13](Cl)(=[O:17])C(Cl)=O.[Al+3].[Cl-].[Cl-].[Cl-].[CH2:23]([NH2:27])[CH:24]([CH3:26])[CH3:25]. (3) Given the product [CH2:117]([NH:116][C:115]([C@@H:110]([NH:109][C:108]([N:85]1[CH2:86][C@H:87]([O:89][C:90]2[C:99]3[C:94](=[CH:95][C:96]([O:100][CH3:101])=[CH:97][CH:98]=3)[N:93]=[C:92]([C:102]3[CH:103]=[CH:104][CH:105]=[CH:106][CH:107]=3)[CH:91]=2)[CH2:88][C@H:84]1[C:82]([NH:81][C@:76]1([C:74]([OH:75])=[O:73])[CH2:78][C@H:77]1[CH:79]=[CH2:80])=[O:83])=[O:128])[CH:111]([CH3:113])[CH3:112])=[O:127])[C:125]1[CH:120]=[CH:121][CH:122]=[CH:123][CH:124]=1, predict the reactants needed to synthesize it. The reactants are: C(OC(N[C@H](C(O)=O)C(C)C)=O)(C)(C)C.C(OC(NC(C(C)(C)C)C(O)=O)=O)(C)(C)C.C(N)C1C=CC=CC=1.C(OC(=O)NC(C(=O)NC1C2C(=CC=CC=2)CC1O)C(C)(C)C)(C)(C)C.ClNC(=O)[O-].C([O:73][C:74]([C:76]1([NH:81][C:82]([CH:84]2[CH2:88][CH:87]([O:89][C:90]3[C:99]4[C:94](=[CH:95][C:96]([O:100][CH3:101])=[CH:97][CH:98]=4)[N:93]=[C:92]([C:102]4[CH:107]=[CH:106][CH:105]=[CH:104][CH:103]=4)[CH:91]=3)[CH2:86][N:85]2[C:108](=[O:128])[NH:109][CH:110]([C:115](=[O:127])[NH:116][CH:117]2[C:125]3[C:120](=[CH:121][CH:122]=[CH:123][CH:124]=3)CC2O)[C:111](C)([CH3:113])[CH3:112])=[O:83])[CH2:78][CH:77]1[CH:79]=[CH2:80])=[O:75])C. (4) Given the product [Cl:15][C:12]1[C:13](=[O:14])[N:8]([C:5]2[CH:6]=[CH:7][C:2]([Cl:1])=[CH:3][CH:4]=2)[N:9]=[CH:10][C:11]=1[N:27]1[CH2:26][CH2:25][N:24]([C:17]([O:19][C:20]([CH3:23])([CH3:22])[CH3:21])=[O:18])[CH2:29][CH2:28]1, predict the reactants needed to synthesize it. The reactants are: [Cl:1][C:2]1[CH:7]=[CH:6][C:5]([N:8]2[C:13](=[O:14])[C:12]([Cl:15])=[C:11](Cl)[CH:10]=[N:9]2)=[CH:4][CH:3]=1.[C:17]([N:24]1[CH2:29][CH2:28][NH:27][CH2:26][CH2:25]1)([O:19][C:20]([CH3:23])([CH3:22])[CH3:21])=[O:18].